From a dataset of Peptide-MHC class II binding affinity with 134,281 pairs from IEDB. Regression. Given a peptide amino acid sequence and an MHC pseudo amino acid sequence, predict their binding affinity value. This is MHC class II binding data. (1) The peptide sequence is VTKKEEPVNIEAEPP. The MHC is DRB1_0802 with pseudo-sequence DRB1_0802. The binding affinity (normalized) is 0.271. (2) The peptide sequence is VCGMFTNRSGSQQ. The MHC is HLA-DPA10201-DPB10101 with pseudo-sequence HLA-DPA10201-DPB10101. The binding affinity (normalized) is 0.138. (3) The peptide sequence is FPGGKCSGITVSSTY. The binding affinity (normalized) is 0.0611. The MHC is HLA-DQA10401-DQB10402 with pseudo-sequence HLA-DQA10401-DQB10402. (4) The peptide sequence is LQSLTNLLSSNLSWL. The MHC is DRB1_0101 with pseudo-sequence DRB1_0101. The binding affinity (normalized) is 0.936. (5) The peptide sequence is LGEVFIAQSKGLYRQ. The MHC is DRB5_0101 with pseudo-sequence DRB5_0101. The binding affinity (normalized) is 0.422.